From a dataset of Reaction yield outcomes from USPTO patents with 853,638 reactions. Predict the reaction yield, written as a fraction of the theoretical maximum amount of product (1.0 means a 100% yield; for example, 0.34 means a 34% yield). (1) The reactants are [F:1][C:2]1[CH:7]=[CH:6][C:5]([C:8]2[NH:9][CH:10]=[C:11]([CH:19]=[CH:20][CH:21]=O)[C:12]=2[C:13]2[CH:18]=[CH:17][N:16]=[CH:15][CH:14]=2)=[CH:4][CH:3]=1.Cl.[CH3:24][NH:25][CH3:26].C([BH3-])#N.[Na+].C(=O)([O-])O.[Na+]. The catalyst is CO.O1CCCC1. The product is [CH3:24][N:25]([CH3:26])[CH2:21][CH:20]=[CH:19][C:11]1[C:12]([C:13]2[CH:18]=[CH:17][N:16]=[CH:15][CH:14]=2)=[C:8]([C:5]2[CH:6]=[CH:7][C:2]([F:1])=[CH:3][CH:4]=2)[NH:9][CH:10]=1. The yield is 0.560. (2) The reactants are [CH2:1]([O:8][C:9]1[CH:18]=[C:17]2[C:12]([C:13](Cl)=[N:14][CH:15]=[N:16]2)=[CH:11][C:10]=1[O:20][CH3:21])[C:2]1[CH:7]=[CH:6][CH:5]=[CH:4][CH:3]=1.[F:22][C:23]1[CH:28]=[CH:27][C:26]([NH:29][C:30]([C:32]2([C:35]([NH:37][C:38]3[CH:43]=[CH:42][C:41]([OH:44])=[C:40]([F:45])[CH:39]=3)=[O:36])[CH2:34][CH2:33]2)=[O:31])=[CH:25][CH:24]=1.C(=O)([O-])[O-].[K+].[K+]. The catalyst is CC(N(C)C)=O. The product is [F:22][C:23]1[CH:24]=[CH:25][C:26]([NH:29][C:30]([C:32]2([C:35]([NH:37][C:38]3[CH:43]=[CH:42][C:41]([O:44][C:13]4[C:12]5[C:17](=[CH:18][C:9]([O:8][CH2:1][C:2]6[CH:7]=[CH:6][CH:5]=[CH:4][CH:3]=6)=[C:10]([O:20][CH3:21])[CH:11]=5)[N:16]=[CH:15][N:14]=4)=[C:40]([F:45])[CH:39]=3)=[O:36])[CH2:34][CH2:33]2)=[O:31])=[CH:27][CH:28]=1. The yield is 0.760. (3) The reactants are [CH:1]1([CH2:4][CH2:5][C:6]2[CH:11]=[CH:10][C:9]([S:12]([CH3:15])(=[O:14])=[O:13])=[CH:8][C:7]=2I)[CH2:3][CH2:2]1.[CH3:17][N:18]1[CH:23]=[C:22](B2OC(C)(C)C(C)(C)O2)[CH:21]=[CH:20][C:19]1=[O:33].C([O-])([O-])=O.[Na+].[Na+].CC(=O)OCC. The catalyst is CN(C=O)C.O.C1C=CC(P(C2C=CC=CC=2)[C-]2C=CC=C2)=CC=1.C1C=CC(P(C2C=CC=CC=2)[C-]2C=CC=C2)=CC=1.Cl[Pd]Cl.[Fe+2]. The product is [CH:1]1([CH2:4][CH2:5][C:6]2[CH:11]=[CH:10][C:9]([S:12]([CH3:15])(=[O:14])=[O:13])=[CH:8][C:7]=2[C:22]2[CH:21]=[CH:20][C:19](=[O:33])[N:18]([CH3:17])[CH:23]=2)[CH2:3][CH2:2]1. The yield is 0.550. (4) The reactants are C1(C(C2C=CC=CC=2)=[N:8][NH:9][C:10]2[CH:11]=[C:12]3[C:17](=[CH:18][CH:19]=2)[N:16]=[CH:15][CH:14]=[CH:13]3)C=CC=CC=1.[CH:26]1([C:31](=O)[CH2:32][C:33]#[N:34])[CH2:30][CH2:29][CH2:28][CH2:27]1. No catalyst specified. The product is [CH:26]1([C:31]2[CH:32]=[C:33]([NH2:34])[N:9]([C:10]3[CH:11]=[C:12]4[C:17](=[CH:18][CH:19]=3)[N:16]=[CH:15][CH:14]=[CH:13]4)[N:8]=2)[CH2:30][CH2:29][CH2:28][CH2:27]1. The yield is 0.530. (5) The reactants are [CH2:1]([OH:13])[CH2:2][CH2:3][CH2:4][CH2:5][CH2:6][CH2:7][CH2:8][CH2:9][CH2:10][CH2:11][CH3:12].C(N(CC)CC)C.[Br:21][CH:22]([CH3:26])[C:23](Br)=[O:24]. The catalyst is C1(C)C=CC=CC=1. The product is [Br:21][CH:22]([CH3:26])[C:23]([O:13][CH2:1][CH2:2][CH2:3][CH2:4][CH2:5][CH2:6][CH2:7][CH2:8][CH2:9][CH2:10][CH2:11][CH3:12])=[O:24]. The yield is 0.940. (6) The reactants are [Cl:1][C:2]1[CH:3]=[C:4]2[S:10][C:9]([NH:11]C(=O)C3C=CC=CC=3)=[N:8][C:5]2=[N:6][CH:7]=1.OS(O)(=O)=O.[OH-].[Na+]. The yield is 0.635. No catalyst specified. The product is [Cl:1][C:2]1[CH:3]=[C:4]2[S:10][C:9]([NH2:11])=[N:8][C:5]2=[N:6][CH:7]=1. (7) The reactants are [CH:1]1([S:4][C:5]2[CH:12]=[CH:11][C:10]([N+:13]([O-:15])=[O:14])=[CH:9][C:6]=2[CH:7]=O)[CH2:3][CH2:2]1.[C:16]([S@@:20]([NH2:22])=[O:21])([CH3:19])([CH3:18])[CH3:17]. The catalyst is C(Cl)Cl. The product is [CH:1]1([S:4][C:5]2[CH:12]=[CH:11][C:10]([N+:13]([O-:15])=[O:14])=[CH:9][C:6]=2/[CH:7]=[N:22]/[S@:20]([C:16]([CH3:19])([CH3:18])[CH3:17])=[O:21])[CH2:3][CH2:2]1. The yield is 1.00.